Dataset: Full USPTO retrosynthesis dataset with 1.9M reactions from patents (1976-2016). Task: Predict the reactants needed to synthesize the given product. Given the product [Br:1][C:2]1[C:3]([NH:15][CH2:14][CH:11]2[CH2:13][CH2:12]2)=[CH:4][C:5](=[O:9])[N:6]([CH3:8])[CH:7]=1, predict the reactants needed to synthesize it. The reactants are: [Br:1][C:2]1[C:3](Cl)=[CH:4][C:5](=[O:9])[N:6]([CH3:8])[CH:7]=1.[CH:11]1([CH2:14][NH2:15])[CH2:13][CH2:12]1.